From a dataset of Forward reaction prediction with 1.9M reactions from USPTO patents (1976-2016). Predict the product of the given reaction. (1) Given the reactants [OH-].[NH4+:2].[CH3:3][C:4]1([CH3:26])[CH2:21][N:8]2[C:9]3[C:18]4[C:13](=[CH:14][CH:15]=[CH:16][CH:17]=4)[N+:12]([O-])=[CH:11][C:10]=3[N:20]=[C:7]2[CH2:6][N:5]1[S:22]([CH3:25])(=[O:24])=[O:23].C1(C)C=CC(S(Cl)(=O)=O)=CC=1, predict the reaction product. The product is: [CH3:3][C:4]1([CH3:26])[CH2:21][N:8]2[C:9]3[C:18]4[C:13](=[CH:14][CH:15]=[CH:16][CH:17]=4)[N:12]=[C:11]([NH2:2])[C:10]=3[N:20]=[C:7]2[CH2:6][N:5]1[S:22]([CH3:25])(=[O:24])=[O:23]. (2) Given the reactants S([O-])([O-])=O.[Na+].[Na+].C(=O)(O)[O-].[Na+].[F:12][C:13]([F:25])([F:24])[C:14]1[CH:15]=[C:16]([S:20](Cl)(=[O:22])=[O:21])[CH:17]=[CH:18][CH:19]=1.[OH-].[Na+].[CH2:28](C(Br)C(O)=O)C, predict the reaction product. The product is: [CH3:28][S:20]([C:16]1[CH:17]=[CH:18][CH:19]=[C:14]([C:13]([F:25])([F:24])[F:12])[CH:15]=1)(=[O:22])=[O:21].